This data is from NCI-60 drug combinations with 297,098 pairs across 59 cell lines. The task is: Regression. Given two drug SMILES strings and cell line genomic features, predict the synergy score measuring deviation from expected non-interaction effect. Drug 1: C1=NC2=C(N1)C(=S)N=CN2. Drug 2: B(C(CC(C)C)NC(=O)C(CC1=CC=CC=C1)NC(=O)C2=NC=CN=C2)(O)O. Cell line: KM12. Synergy scores: CSS=37.5, Synergy_ZIP=-7.19, Synergy_Bliss=-5.98, Synergy_Loewe=-9.63, Synergy_HSA=-5.46.